Dataset: Forward reaction prediction with 1.9M reactions from USPTO patents (1976-2016). Task: Predict the product of the given reaction. (1) The product is: [NH2:6][C:2]([C:9]1[CH:14]=[CH:13][CH:12]=[CH:11][CH:10]=1)([CH3:1])[C:3]([OH:16])=[O:8]. Given the reactants [CH3:1][C:2]1([C:9]2[CH:14]=[CH:13][CH:12]=[CH:11][CH:10]=2)[NH:6]C(=O)N[C:3]1=[O:8].Cl.[OH2:16], predict the reaction product. (2) Given the reactants [Br:1][C:2]1[CH:25]=[CH:24][C:5]2[C:6]3[CH:7]=[N:8][N:9]([C:13]4[CH:18]=[CH:17][C:16]([O:19][C:20]([F:23])([F:22])[F:21])=[CH:15][CH:14]=4)[C:10]=3[CH2:11][CH2:12][C:4]=2[CH:3]=1.C(C1C(=O)C(Cl)=C(Cl)C(=O)C=1C#N)#N, predict the reaction product. The product is: [Br:1][C:2]1[CH:25]=[CH:24][C:5]2[C:6]3[CH:7]=[N:8][N:9]([C:13]4[CH:18]=[CH:17][C:16]([O:19][C:20]([F:21])([F:22])[F:23])=[CH:15][CH:14]=4)[C:10]=3[CH:11]=[CH:12][C:4]=2[CH:3]=1. (3) Given the reactants Br[C:2]1[CH:3]=[C:4]2[C:9](=[N:10][C:11]=1[CH:12]([O:15][CH3:16])[O:13][CH3:14])[N:8]([C:17]([NH:19][C:20]1[CH:25]=[C:24]([NH:26][CH2:27][CH2:28][O:29][CH3:30])[C:23]([C:31]#[N:32])=[CH:22][N:21]=1)=[O:18])[CH2:7][CH2:6][CH2:5]2.[CH3:33][N:34]1[C:38](B(O)O)=[CH:37][CH:36]=[N:35]1.C([O-])([O-])=O.[Na+].[Na+], predict the reaction product. The product is: [C:31]([C:23]1[C:24]([NH:26][CH2:27][CH2:28][O:29][CH3:30])=[CH:25][C:20]([NH:19][C:17]([N:8]2[C:9]3[C:4](=[CH:3][C:2]([C:38]4[N:34]([CH3:33])[N:35]=[CH:36][CH:37]=4)=[C:11]([CH:12]([O:15][CH3:16])[O:13][CH3:14])[N:10]=3)[CH2:5][CH2:6][CH2:7]2)=[O:18])=[N:21][CH:22]=1)#[N:32]. (4) Given the reactants [F:1][C:2]1[C:7]([O:8][CH3:9])=[CH:6][C:5]([O:10][CH3:11])=[CH:4][C:3]=1[NH:12][C:13](=[O:15])[CH3:14].S(Cl)([Cl:19])(=O)=O, predict the reaction product. The product is: [Cl:19][C:4]1[C:5]([O:10][CH3:11])=[CH:6][C:7]([O:8][CH3:9])=[C:2]([F:1])[C:3]=1[NH:12][C:13](=[O:15])[CH3:14]. (5) Given the reactants [F:1][CH:2]([F:48])[C:3]1[N:7]([C:8]2[N:13]=[C:12]([N:14]3[CH2:19][CH2:18][N:17]([S:20]([CH2:23][CH2:24][N:25]([CH3:27])[CH3:26])(=[O:22])=[O:21])[CH2:16][CH2:15]3)[N:11]=[C:10]([N:28]3[CH2:33][CH2:32][O:31][CH2:30][CH2:29]3)[N:9]=2)[C:6]2[CH:34]=[C:35]([NH:40]C(=O)OC(C)(C)C)[CH:36]=[C:37]([O:38][CH3:39])[C:5]=2[N:4]=1.N, predict the reaction product. The product is: [NH2:40][C:35]1[CH:36]=[C:37]([O:38][CH3:39])[C:5]2[N:4]=[C:3]([CH:2]([F:48])[F:1])[N:7]([C:8]3[N:9]=[C:10]([N:28]4[CH2:33][CH2:32][O:31][CH2:30][CH2:29]4)[N:11]=[C:12]([N:14]4[CH2:19][CH2:18][N:17]([S:20]([CH2:23][CH2:24][N:25]([CH3:27])[CH3:26])(=[O:22])=[O:21])[CH2:16][CH2:15]4)[N:13]=3)[C:6]=2[CH:34]=1. (6) Given the reactants [F:1][C:2]1[CH:7]=[CH:6][C:5]([NH:8][C:9]2[N:20]=[CH:19][CH:18]=[CH:17][C:10]=2[C:11]([NH:13][CH2:14][C:15]#[CH:16])=[O:12])=[CH:4][CH:3]=1.[N:21]([CH2:24][C:25]1[CH:30]=[CH:29][CH:28]=[C:27]([O:31][C:32]2[CH:37]=[CH:36][CH:35]=[CH:34][CH:33]=2)[CH:26]=1)=[N+:22]=[N-:23].O.O=C1O[C@H]([C@H](CO)O)C([O-])=C1O.[Na+], predict the reaction product. The product is: [F:1][C:2]1[CH:7]=[CH:6][C:5]([NH:8][C:9]2[N:20]=[CH:19][CH:18]=[CH:17][C:10]=2[C:11]([NH:13][CH2:14][C:15]2[N:23]=[N:22][N:21]([CH2:24][C:25]3[CH:30]=[CH:29][CH:28]=[C:27]([O:31][C:32]4[CH:37]=[CH:36][CH:35]=[CH:34][CH:33]=4)[CH:26]=3)[CH:16]=2)=[O:12])=[CH:4][CH:3]=1. (7) Given the reactants C(N(CC)CC)C.[NH2:8][C:9]1[N:17]=[C:16]([F:18])[CH:15]=[CH:14][C:10]=1[C:11]([OH:13])=O.Cl.[F:20][C:21]([F:39])([F:38])[O:22][C:23]1[CH:28]=[CH:27][C:26]([O:29][C:30]2[CH:37]=[CH:36][C:33]([CH2:34][NH2:35])=[CH:32][CH:31]=2)=[CH:25][CH:24]=1.CN([P+](ON1N=NC2C=CC=CC1=2)(N(C)C)N(C)C)C.F[P-](F)(F)(F)(F)F, predict the reaction product. The product is: [F:20][C:21]([F:38])([F:39])[O:22][C:23]1[CH:24]=[CH:25][C:26]([O:29][C:30]2[CH:37]=[CH:36][C:33]([CH2:34][NH:35][C:11](=[O:13])[C:10]3[CH:14]=[CH:15][C:16]([F:18])=[N:17][C:9]=3[NH2:8])=[CH:32][CH:31]=2)=[CH:27][CH:28]=1.